Dataset: TCR-epitope binding with 47,182 pairs between 192 epitopes and 23,139 TCRs. Task: Binary Classification. Given a T-cell receptor sequence (or CDR3 region) and an epitope sequence, predict whether binding occurs between them. (1) The epitope is YIFFASFYY. The TCR CDR3 sequence is CASSLVGSVGAEAFF. Result: 1 (the TCR binds to the epitope). (2) The epitope is IPRRNVATL. The TCR CDR3 sequence is CASSRTDRTGGEAFF. Result: 1 (the TCR binds to the epitope). (3) The epitope is TVYDPLQPELDSFK. The TCR CDR3 sequence is CASSYEVGGYTF. Result: 0 (the TCR does not bind to the epitope). (4) Result: 1 (the TCR binds to the epitope). The TCR CDR3 sequence is CASSPRTSGGYQEPQYF. The epitope is CINGVCWTV. (5) The epitope is TLIGDCATV. Result: 1 (the TCR binds to the epitope). The TCR CDR3 sequence is CASSHQGLIFYEQYF. (6) The epitope is KLWAQCVQL. The TCR CDR3 sequence is CASSGFFYYEQYF. Result: 1 (the TCR binds to the epitope). (7) The epitope is YLKLTDNVYIK. The TCR CDR3 sequence is CASSAGTSGRNTGELFF. Result: 0 (the TCR does not bind to the epitope). (8) The epitope is KRWIIMGLNK. The TCR CDR3 sequence is CASSSPIGQGAGTDTQYF. Result: 0 (the TCR does not bind to the epitope). (9) The epitope is YSEHPTFTSQY. The TCR CDR3 sequence is CASSIRESTDTQYF. Result: 0 (the TCR does not bind to the epitope).